This data is from Catalyst prediction with 721,799 reactions and 888 catalyst types from USPTO. The task is: Predict which catalyst facilitates the given reaction. (1) Reactant: F[P-](F)(F)(F)(F)F.C[N+](C)=C(N(C)C)ON1C2N=CC=CC=2N=N1.[Br:25][C:26]1[CH:34]=[C:33]2[C:29]([C:30]([C:35]([OH:37])=O)=[CH:31][NH:32]2)=[CH:28][CH:27]=1.[NH2:38][C:39]1[CH:44]=[CH:43][CH:42]=[CH:41][CH:40]=1.C(N(C(C)C)C(C)C)C. Product: [Br:25][C:26]1[CH:34]=[C:33]2[C:29]([C:30]([C:35]([NH:38][C:39]3[CH:44]=[CH:43][CH:42]=[CH:41][CH:40]=3)=[O:37])=[CH:31][NH:32]2)=[CH:28][CH:27]=1. The catalyst class is: 9. (2) Reactant: O=C1C2C(=CC=CC=2)C(=O)[N:3]1[O:12][CH2:13][CH2:14][O:15][CH:16]1[CH2:21][CH2:20][N:19]([C:22]([O:24][C:25]([CH3:28])([CH3:27])[CH3:26])=[O:23])[CH2:18][CH2:17]1.O.NN. Product: [NH2:3][O:12][CH2:13][CH2:14][O:15][CH:16]1[CH2:21][CH2:20][N:19]([C:22]([O:24][C:25]([CH3:28])([CH3:27])[CH3:26])=[O:23])[CH2:18][CH2:17]1. The catalyst class is: 511. (3) Reactant: [Br:1][CH:2]1[CH:7]([CH2:8][CH3:9])[CH2:6][O:5][CH:4]([C:10]2[CH:15]=[CH:14][C:13](Br)=[C:12]([F:17])[CH:11]=2)[CH2:3]1.[B:18]1([B:18]2[O:22][C:21]([CH3:24])([CH3:23])[C:20]([CH3:26])([CH3:25])[O:19]2)[O:22][C:21]([CH3:24])([CH3:23])[C:20]([CH3:26])([CH3:25])[O:19]1.C([O-])(=O)C.[K+]. Product: [Br:1][CH:2]1[CH:7]([CH2:8][CH3:9])[CH2:6][O:5][CH:4]([C:10]2[CH:15]=[CH:14][C:13]([B:18]3[O:22][C:21]([CH3:24])([CH3:23])[C:20]([CH3:26])([CH3:25])[O:19]3)=[C:12]([F:17])[CH:11]=2)[CH2:3]1. The catalyst class is: 11. (4) Product: [CH3:1][O:2][C:3](=[O:30])[CH2:4][CH2:5][CH:6]([N:16]([CH3:29])[C:17]([NH:19][CH2:20][C:21]1[CH:26]=[CH:25][CH:24]=[C:23]([F:27])[C:22]=1[Cl:28])=[O:18])[CH2:7][O:8][C:66](=[O:67])[NH:68][C:44]1[N:35]=[CH:40][C:41]2[C:46]([CH:45]=1)=[CH:47][CH:49]=[CH:43][CH:42]=2. Reactant: [CH3:1][O:2][C:3](=[O:30])[CH2:4][CH2:5][CH:6]([N:16]([CH3:29])[C:17]([NH:19][CH2:20][C:21]1[CH:26]=[CH:25][CH:24]=[C:23]([F:27])[C:22]=1[Cl:28])=[O:18])[CH2:7][O:8][Si](C(C)(C)C)(C)C.CCCC[N+:35]([CH2:44][CH2:45][CH2:46][CH3:47])([CH2:40][CH2:41][CH2:42][CH3:43])CCCC.[F-].[C:49]1(C)C=CC=CC=1.C1C2C(=CC=CC=2)C=C([C:66]([N:68]=[N+]=[N-])=[O:67])N=1. The catalyst class is: 1. (5) Reactant: [C:1](Cl)(=[O:3])[CH3:2].[Cl:5][C:6]1[CH:7]=[C:8]([NH:12][C:13]2[N:18]=[C:17]([C:19]3[CH:24]=[CH:23][N:22]=[C:21]([CH:25]([OH:27])[CH3:26])[CH:20]=3)[CH:16]=[CH:15][N:14]=2)[CH:9]=[CH:10][CH:11]=1.C(N(CC)CC)C.O. Product: [C:1]([O:27][CH:25]([C:21]1[CH:20]=[C:19]([C:17]2[CH:16]=[CH:15][N:14]=[C:13]([NH:12][C:8]3[CH:9]=[CH:10][CH:11]=[C:6]([Cl:5])[CH:7]=3)[N:18]=2)[CH:24]=[CH:23][N:22]=1)[CH3:26])(=[O:3])[CH3:2]. The catalyst class is: 4. (6) Reactant: [I-].[F:2][C:3]1[CH:24]=[CH:23][C:6]([CH2:7][N:8]2[CH2:13][CH2:12][N:11]([C:14](N3C=C[N+](C)=C3)=[O:15])[CH2:10][C:9]2=[O:22])=[CH:5][CH:4]=1.C(N(CC)CC)C.[N:32]1([C:38]2([CH2:43][NH2:44])[CH2:42][CH2:41][CH2:40][CH2:39]2)[CH2:37][CH2:36][O:35][CH2:34][CH2:33]1.[C:45](OC)(=[O:50])[C:46](OC)=[O:47].[H-].[Na+]. Product: [F:2][C:3]1[CH:4]=[CH:5][C:6]([CH2:7][N:8]2[CH2:13][CH2:12][N:11]3[C:14](=[O:15])[N:44]([CH2:43][C:38]4([N:32]5[CH2:37][CH2:36][O:35][CH2:34][CH2:33]5)[CH2:42][CH2:41][CH2:40][CH2:39]4)[C:46](=[O:47])[C:45]([OH:50])=[C:10]3[C:9]2=[O:22])=[CH:23][CH:24]=1. The catalyst class is: 3. (7) Product: [NH2:14][CH:15]([CH:18]([C:20]1[CH:29]=[CH:28][CH:27]=[C:26]2[C:21]=1[CH:22]=[CH:23][CH:24]=[N:25]2)[CH3:19])[C:16]#[N:17]. The catalyst class is: 12. Reactant: C(=[N:14][CH:15]([CH:18]([C:20]1[CH:29]=[CH:28][CH:27]=[C:26]2[C:21]=1[CH:22]=[CH:23][CH:24]=[N:25]2)[CH3:19])[C:16]#[N:17])(C1C=CC=CC=1)C1C=CC=CC=1.Cl.